Task: Predict which catalyst facilitates the given reaction.. Dataset: Catalyst prediction with 721,799 reactions and 888 catalyst types from USPTO (1) Reactant: [CH:1]1[C:13]2[CH:12]([CH2:14][O:15][C:16]([N:18]3[CH2:22][C@H:21]([OH:23])[CH2:20][C@H:19]3[C:24](=[O:32])[NH:25][CH2:26][CH2:27][O:28][CH2:29][CH2:30][OH:31])=[O:17])[C:11]3[C:6](=[CH:7][CH:8]=[CH:9][CH:10]=3)[C:5]=2[CH:4]=[CH:3][CH:2]=1.[CH3:33][O:34][C:35]1[CH:56]=[CH:55][C:38]([C:39](Cl)([C:48]2[CH:53]=[CH:52][CH:51]=[CH:50][CH:49]=2)[C:40]2[CH:45]=[CH:44][C:43]([O:46][CH3:47])=[CH:42][CH:41]=2)=[CH:37][CH:36]=1. Product: [CH:1]1[C:13]2[CH:12]([CH2:14][O:15][C:16]([N:18]3[CH2:22][C@H:21]([OH:23])[CH2:20][C@H:19]3[C:24](=[O:32])[NH:25][CH2:26][CH2:27][O:28][CH2:29][CH2:30][O:31][C:39]([C:38]3[CH:55]=[CH:56][C:35]([O:34][CH3:33])=[CH:36][CH:37]=3)([C:40]3[CH:45]=[CH:44][C:43]([O:46][CH3:47])=[CH:42][CH:41]=3)[C:48]3[CH:49]=[CH:50][CH:51]=[CH:52][CH:53]=3)=[O:17])[C:11]3[C:6](=[CH:7][CH:8]=[CH:9][CH:10]=3)[C:5]=2[CH:4]=[CH:3][CH:2]=1. The catalyst class is: 17. (2) Reactant: [CH2:1]([N:8]1[C:17]2[C:12](=[N:13][C:14]([C:18]3[CH:23]=[CH:22][CH:21]=[CH:20][CH:19]=3)=[CH:15][CH:16]=2)[CH2:11][CH:10]([NH:24][S:25]([C:28]2[CH:33]=[CH:32][CH:31]=[CH:30][CH:29]=2)(=[O:27])=[O:26])[C:9]1=O)[C:2]1[CH:7]=[CH:6][CH:5]=[CH:4][CH:3]=1.B.O1CCCC1.CO. Product: [CH2:1]([N:8]1[C:17]2[C:12](=[N:13][C:14]([C:18]3[CH:23]=[CH:22][CH:21]=[CH:20][CH:19]=3)=[CH:15][CH:16]=2)[CH2:11][CH:10]([NH:24][S:25]([C:28]2[CH:33]=[CH:32][CH:31]=[CH:30][CH:29]=2)(=[O:27])=[O:26])[CH2:9]1)[C:2]1[CH:3]=[CH:4][CH:5]=[CH:6][CH:7]=1. The catalyst class is: 1. (3) Reactant: C[CH2:2][CH:3]([C:8]([O:10][CH2:11][CH3:12])=[O:9])[C:4]([O:6][CH3:7])=[O:5].[O-][CH2:14]C.[Na+].[Na].[N+:18]([C:21]1[CH:28]=[CH:27][C:24]([CH2:25]Br)=[CH:23][CH:22]=1)([O-:20])=[O:19]. Product: [N+:18]([C:21]1[CH:28]=[CH:27][C:24]([CH2:25][C:3]([CH3:2])([C:4]([O:6][CH2:7][CH3:14])=[O:5])[C:8]([O:10][CH2:11][CH3:12])=[O:9])=[CH:23][CH:22]=1)([O-:20])=[O:19]. The catalyst class is: 14. (4) Reactant: [OH:1][CH2:2][C:3]1[N:4]=[C:5]([CH3:8])[NH:6][CH:7]=1.[C:9]1([CH3:19])[CH:14]=[CH:13][C:12]([S:15](Cl)(=[O:17])=[O:16])=[CH:11][CH:10]=1.[OH-].[Na+]. Product: [OH:1][CH2:2][C:3]1[N:4]=[C:5]([CH3:8])[N:6]([S:15]([C:12]2[CH:13]=[CH:14][C:9]([CH3:19])=[CH:10][CH:11]=2)(=[O:17])=[O:16])[CH:7]=1. The catalyst class is: 90. (5) Reactant: [C:1]1([C:3](=[CH:5][CH:6]=[CH:7][CH:8]=1)[OH:4])[OH:2].N[C@H](C(O)=O)[CH2:11][C:12]1[CH:21]=C2C(C=CC=C2)=C[CH:13]=1.[OH-].[K+].Br[CH2:28][CH:29]([CH3:31])[CH3:30]. Product: [CH3:11][CH:12]([CH3:21])[CH2:13][O:2][C:1]1[CH:8]=[CH:7][CH:6]=[CH:5][C:3]=1[O:4][CH2:28][CH:29]([CH3:31])[CH3:30]. The catalyst class is: 8.